This data is from Forward reaction prediction with 1.9M reactions from USPTO patents (1976-2016). The task is: Predict the product of the given reaction. (1) Given the reactants [OH:1][C@H:2]1[CH2:7][CH2:6][N:5]([C:8](OC(C)(C)C)=O)[CH2:4][C@H:3]1[C:15]1[CH:20]=[CH:19][CH:18]=[CH:17][CH:16]=1.Cl.C(OCC)(=O)C.C(N(C(C)C)CC)(C)C.C(Br)[C:38]1[CH:43]=[CH:42][CH:41]=[CH:40][CH:39]=1, predict the reaction product. The product is: [CH2:8]([N:5]1[CH2:6][CH2:7][C@H:2]([OH:1])[C@H:3]([C:15]2[CH:16]=[CH:17][CH:18]=[CH:19][CH:20]=2)[CH2:4]1)[C:38]1[CH:43]=[CH:42][CH:41]=[CH:40][CH:39]=1. (2) Given the reactants C[O:2][C:3](=[O:37])[C@@H:4]([N:8]([S:31]([N:34]([CH3:36])[CH3:35])(=[O:33])=[O:32])[CH2:9][C:10]1[CH:15]=[CH:14][CH:13]=[C:12]([O:16][CH2:17][C:18]2[N:19]=[C:20]([C:24]3[CH:29]=[CH:28][C:27]([CH3:30])=[CH:26][CH:25]=3)[O:21][C:22]=2[CH3:23])[CH:11]=1)[CH:5]([CH3:7])[CH3:6].O.[OH-].[Li+], predict the reaction product. The product is: [CH3:6][CH:5]([CH3:7])[C@H:4]([N:8]([S:31]([N:34]([CH3:36])[CH3:35])(=[O:33])=[O:32])[CH2:9][C:10]1[CH:15]=[CH:14][CH:13]=[C:12]([O:16][CH2:17][C:18]2[N:19]=[C:20]([C:24]3[CH:25]=[CH:26][C:27]([CH3:30])=[CH:28][CH:29]=3)[O:21][C:22]=2[CH3:23])[CH:11]=1)[C:3]([OH:37])=[O:2].